Dataset: Peptide-MHC class II binding affinity with 134,281 pairs from IEDB. Task: Regression. Given a peptide amino acid sequence and an MHC pseudo amino acid sequence, predict their binding affinity value. This is MHC class II binding data. The peptide sequence is YDEFLANVSTVLTGK. The MHC is DRB1_0404 with pseudo-sequence DRB1_0404. The binding affinity (normalized) is 0.168.